This data is from NCI-60 drug combinations with 297,098 pairs across 59 cell lines. The task is: Regression. Given two drug SMILES strings and cell line genomic features, predict the synergy score measuring deviation from expected non-interaction effect. (1) Drug 2: C1=NC2=C(N=C(N=C2N1C3C(C(C(O3)CO)O)O)F)N. Synergy scores: CSS=-10.5, Synergy_ZIP=1.49, Synergy_Bliss=-7.57, Synergy_Loewe=-9.18, Synergy_HSA=-10.7. Cell line: NCI-H460. Drug 1: CC1=C(C=C(C=C1)NC2=NC=CC(=N2)N(C)C3=CC4=NN(C(=C4C=C3)C)C)S(=O)(=O)N.Cl. (2) Cell line: OVCAR-8. Drug 2: C(CCl)NC(=O)N(CCCl)N=O. Drug 1: CC(C)CN1C=NC2=C1C3=CC=CC=C3N=C2N. Synergy scores: CSS=1.58, Synergy_ZIP=-2.17, Synergy_Bliss=-4.57, Synergy_Loewe=-1.56, Synergy_HSA=-2.55. (3) Drug 1: C1=CC(=CC=C1CCC2=CNC3=C2C(=O)NC(=N3)N)C(=O)NC(CCC(=O)O)C(=O)O. Drug 2: CS(=O)(=O)CCNCC1=CC=C(O1)C2=CC3=C(C=C2)N=CN=C3NC4=CC(=C(C=C4)OCC5=CC(=CC=C5)F)Cl. Cell line: HCC-2998. Synergy scores: CSS=32.1, Synergy_ZIP=5.89, Synergy_Bliss=5.90, Synergy_Loewe=-4.96, Synergy_HSA=4.63. (4) Drug 1: C1=CN(C=N1)CC(O)(P(=O)(O)O)P(=O)(O)O. Drug 2: CC1=C(C(=O)C2=C(C1=O)N3CC4C(C3(C2COC(=O)N)OC)N4)N. Cell line: EKVX. Synergy scores: CSS=7.38, Synergy_ZIP=-2.99, Synergy_Bliss=-1.51, Synergy_Loewe=-0.546, Synergy_HSA=1.77. (5) Cell line: CCRF-CEM. Drug 2: C(CCl)NC(=O)N(CCCl)N=O. Synergy scores: CSS=34.1, Synergy_ZIP=-3.40, Synergy_Bliss=-0.0960, Synergy_Loewe=-21.5, Synergy_HSA=-2.93. Drug 1: C1=NC(=NC(=O)N1C2C(C(C(O2)CO)O)O)N. (6) Drug 1: CC1=CC=C(C=C1)C2=CC(=NN2C3=CC=C(C=C3)S(=O)(=O)N)C(F)(F)F. Drug 2: CC1C(C(CC(O1)OC2CC(CC3=C2C(=C4C(=C3O)C(=O)C5=CC=CC=C5C4=O)O)(C(=O)C)O)N)O. Cell line: OVCAR-8. Synergy scores: CSS=49.2, Synergy_ZIP=0.668, Synergy_Bliss=3.41, Synergy_Loewe=-5.04, Synergy_HSA=6.57. (7) Synergy scores: CSS=50.2, Synergy_ZIP=-3.29, Synergy_Bliss=-3.12, Synergy_Loewe=0.786, Synergy_HSA=3.32. Drug 1: CCC1=C2CN3C(=CC4=C(C3=O)COC(=O)C4(CC)O)C2=NC5=C1C=C(C=C5)O. Cell line: SF-268. Drug 2: CCC1(C2=C(COC1=O)C(=O)N3CC4=CC5=C(C=CC(=C5CN(C)C)O)N=C4C3=C2)O.Cl.